Dataset: Reaction yield outcomes from USPTO patents with 853,638 reactions. Task: Predict the reaction yield, written as a fraction of the theoretical maximum amount of product (1.0 means a 100% yield; for example, 0.34 means a 34% yield). (1) The reactants are O1[C:5]2([CH2:10][CH2:9][C:8]([C:11]3[C:15]4=[N:16][CH:17]=[CH:18][CH:19]=[C:14]4[NH:13][CH:12]=3)=[CH:7][CH2:6]2)[O:4]CC1.[H][H]. The catalyst is C(O)C.[Pd].Cl.O. The product is [NH:13]1[C:14]2[C:15](=[N:16][CH:17]=[CH:18][CH:19]=2)[C:11]([CH:8]2[CH2:7][CH2:6][C:5](=[O:4])[CH2:10][CH2:9]2)=[CH:12]1. The yield is 0.800. (2) The reactants are Br[C:2]1[S:6][C:5]([C:7]([N:9]([CH2:11][C:12]2[CH:17]=[CH:16][CH:15]=[C:14]([O:18][CH3:19])[CH:13]=2)[CH3:10])=[O:8])=[CH:4][CH:3]=1.[C:20]([C:22]1[CH:27]=[CH:26][C:25](B(O)O)=[CH:24][CH:23]=1)#[N:21]. The catalyst is [Pd].C1(P(C2C=CC=CC=2)C2C=CC=CC=2)C=CC=CC=1.C1(P(C2C=CC=CC=2)C2C=CC=CC=2)C=CC=CC=1.C1(P(C2C=CC=CC=2)C2C=CC=CC=2)C=CC=CC=1.C1(P(C2C=CC=CC=2)C2C=CC=CC=2)C=CC=CC=1. The product is [C:20]([C:22]1[CH:27]=[CH:26][C:25]([C:2]2[S:6][C:5]([C:7]([N:9]([CH2:11][C:12]3[CH:17]=[CH:16][CH:15]=[C:14]([O:18][CH3:19])[CH:13]=3)[CH3:10])=[O:8])=[CH:4][CH:3]=2)=[CH:24][CH:23]=1)#[N:21]. The yield is 0.920. (3) The reactants are [Cl:1][C:2]1[C:12]2[O:11][CH2:10][CH:9]3[CH2:13][CH2:14][CH2:15][N:8]3[CH2:7][C:6]=2[CH:5]=[C:4]([S:16](Cl)(=[O:18])=[O:17])[CH:3]=1.[Cl:20][C:21]1[CH:22]=[C:23]([CH:25]=[CH:26][CH:27]=1)[NH2:24].N1C=CC=CC=1. The catalyst is C(Cl)(Cl)Cl.C(#N)C. The product is [Cl:1][C:2]1[C:12]2[O:11][CH2:10][CH:9]3[CH2:13][CH2:14][CH2:15][N:8]3[CH2:7][C:6]=2[CH:5]=[C:4]([S:16]([NH:24][C:23]2[CH:25]=[CH:26][CH:27]=[C:21]([Cl:20])[CH:22]=2)(=[O:18])=[O:17])[CH:3]=1. The yield is 0.640. (4) The reactants are [C:1]([N:4]([CH3:25])[NH:5][C:6]([C@H:8]1[CH2:14][CH2:13][C@H:12]2[CH2:15][N:9]1[C:10](=[O:24])[N:11]2[O:16]CC1C=CC=CC=1)=[O:7])(=[O:3])[CH3:2].[H][H]. The catalyst is CO.[Pd]. The product is [C:1]([N:4]([CH3:25])[NH:5][C:6]([C@H:8]1[CH2:14][CH2:13][C@H:12]2[CH2:15][N:9]1[C:10](=[O:24])[N:11]2[OH:16])=[O:7])(=[O:3])[CH3:2]. The yield is 0.990.